Dataset: Peptide-MHC class I binding affinity with 185,985 pairs from IEDB/IMGT. Task: Regression. Given a peptide amino acid sequence and an MHC pseudo amino acid sequence, predict their binding affinity value. This is MHC class I binding data. (1) The peptide sequence is AEMWAQDAAM. The MHC is HLA-B45:01 with pseudo-sequence HLA-B45:01. The binding affinity (normalized) is 0.00305. (2) The binding affinity (normalized) is 0.835. The peptide sequence is NYYAPRIQF. The MHC is HLA-A23:01 with pseudo-sequence HLA-A23:01.